Dataset: Catalyst prediction with 721,799 reactions and 888 catalyst types from USPTO. Task: Predict which catalyst facilitates the given reaction. Reactant: [H-].[Al+3].[Li+].[H-].[H-].[H-].[F:7][C:8]1[C:9]([O:18][CH3:19])=[N:10][CH:11]=[C:12]([CH:17]=1)[C:13](OC)=[O:14].C(=O)([O-])O.[Na+]. Product: [F:7][C:8]1[CH:17]=[C:12]([CH2:13][OH:14])[CH:11]=[N:10][C:9]=1[O:18][CH3:19]. The catalyst class is: 7.